This data is from Experimentally validated miRNA-target interactions with 360,000+ pairs, plus equal number of negative samples. The task is: Binary Classification. Given a miRNA mature sequence and a target amino acid sequence, predict their likelihood of interaction. The miRNA is hsa-miR-5011-5p with sequence UAUAUAUACAGCCAUGCACUC. The protein sequence of the target gene is MLLLWVSVVAALALAVLAPGAGEQRRRAAKAPNVVLVVSDSFDGRLTFHPGSQVVKLPFINFMKTRGTSFLNAYTNSPICCPSRAAMWSGLFTHLTESWNNFKGLDPNYTTWMDVMERHGYRTQKFGKLDYTSGHHSISNRVEAWTRDVAFLLRQEGRPMVNLIRNRTKVRVMERDWQNTDKAVNWLRKEAINYTEPFVIYLGLNLPHPYPSPSSGENFGSSTFHTSLYWLEKVSHDAIKIPKWSPLSEMHPVDYYSSYTKNCTGRFTKKEIKNIRAFYYAMCAETDAMLGEIILALHQL.... Result: 1 (interaction).